Dataset: Full USPTO retrosynthesis dataset with 1.9M reactions from patents (1976-2016). Task: Predict the reactants needed to synthesize the given product. (1) Given the product [CH3:25][O:24][C:16]1[CH:15]=[C:14]([NH:11][C:12]([NH:10][CH2:9][CH2:8][CH2:7][N:5]2[CH:6]=[C:2]([CH3:1])[N:3]=[CH:4]2)=[S:13])[CH:19]=[C:18]([O:20][CH3:21])[C:17]=1[O:22][CH3:23], predict the reactants needed to synthesize it. The reactants are: [CH3:1][C:2]1[N:3]=[CH:4][N:5]([CH2:7][CH2:8][CH2:9][NH2:10])[CH:6]=1.[N:11]([C:14]1[CH:15]=[C:16]([O:24][CH3:25])[C:17]([O:22][CH3:23])=[C:18]([O:20][CH3:21])[CH:19]=1)=[C:12]=[S:13]. (2) Given the product [ClH:24].[ClH:24].[O:1]=[C:2]1[NH:10][C:5]2=[N:6][CH:7]=[CH:8][CH:9]=[C:4]2[N:3]1[CH:11]1[CH2:16][CH2:15][NH:14][CH2:13][CH2:12]1, predict the reactants needed to synthesize it. The reactants are: [O:1]=[C:2]1[NH:10][C:5]2=[N:6][CH:7]=[CH:8][CH:9]=[C:4]2[N:3]1[CH:11]1[CH2:16][CH2:15][N:14](C(OC(C)(C)C)=O)[CH2:13][CH2:12]1.[ClH:24]. (3) Given the product [CH2:1]([C:8]1[S:12][C:11]([NH:13][C:27](=[O:28])[C:26]2[CH:30]=[CH:31][C:23]([Cl:22])=[CH:24][CH:25]=2)=[N:10][C:9]=1[C:14]1[CH:15]=[CH:16][C:17]([O:20][CH3:21])=[CH:18][CH:19]=1)[C:2]1[CH:3]=[CH:4][CH:5]=[CH:6][CH:7]=1, predict the reactants needed to synthesize it. The reactants are: [CH2:1]([C:8]1[S:12][C:11]([NH2:13])=[N:10][C:9]=1[C:14]1[CH:19]=[CH:18][C:17]([O:20][CH3:21])=[CH:16][CH:15]=1)[C:2]1[CH:7]=[CH:6][CH:5]=[CH:4][CH:3]=1.[Cl:22][C:23]1[CH:31]=[CH:30][C:26]([C:27](Cl)=[O:28])=[CH:25][CH:24]=1. (4) Given the product [Cl:6][C:7]1[CH:12]=[C:11]([O:13][C:14]2[N:19]=[CH:18][CH:17]=[CH:16][N:15]=2)[CH:10]=[CH:9][C:8]=1[C:20]1[C:29]([F:30])=[CH:28][C:27]2[N:26]=[CH:25][C:24]3[N:31]=[C:32]([CH3:48])[N:33]([C@H:34]4[CH2:39][CH2:38][N:37]([C:40](=[O:2])[CH2:41][OH:43])[CH2:36][C@@H:35]4[F:47])[C:23]=3[C:22]=2[CH:21]=1, predict the reactants needed to synthesize it. The reactants are: C([O-])(O)=[O:2].[Na+].[Cl:6][C:7]1[CH:12]=[C:11]([O:13][C:14]2[N:19]=[CH:18][CH:17]=[CH:16][N:15]=2)[CH:10]=[CH:9][C:8]=1[C:20]1[C:29]([F:30])=[CH:28][C:27]2[N:26]=[CH:25][C:24]3[N:31]=[C:32]([CH3:48])[N:33]([C@H:34]4[CH2:39][CH2:38][N:37]([CH:40](CC=O)[C:41]([O-:43])=O)[CH2:36][C@@H:35]4[F:47])[C:23]=3[C:22]=2[CH:21]=1.CO.C(Cl)Cl.